From a dataset of Forward reaction prediction with 1.9M reactions from USPTO patents (1976-2016). Predict the product of the given reaction. (1) Given the reactants N1CCCC1.[F:6][C:7]1[C:8]([OH:16])=[C:9]([C:13](=[O:15])[CH3:14])[CH:10]=[CH:11][CH:12]=1.[O:17]1[CH2:22][CH2:21][C:20](=O)[CH2:19][CH2:18]1.Cl, predict the reaction product. The product is: [F:6][C:7]1[CH:12]=[CH:11][CH:10]=[C:9]2[C:8]=1[O:16][C:20]1([CH2:21][CH2:22][O:17][CH2:18][CH2:19]1)[CH2:14][C:13]2=[O:15]. (2) Given the reactants [F:1][C:2]1[CH:3]=[CH:4][C:5]([N+:11]([O-:13])=[O:12])=[C:6]([CH:10]=1)[C:7]([OH:9])=[O:8].[CH3:14][C:15](OC(OC(O[C:15]([CH3:17])([CH3:16])[CH3:14])=O)=O)([CH3:17])[CH3:16].C(O)(C)(C)C, predict the reaction product. The product is: [F:1][C:2]1[CH:3]=[CH:4][C:5]([N+:11]([O-:13])=[O:12])=[C:6]([CH:10]=1)[C:7]([O:9][C:15]([CH3:17])([CH3:16])[CH3:14])=[O:8]. (3) Given the reactants [I:1]N1C(=O)CCC1=O.[CH3:9][N:10]1[C:14]([C:15]2[CH:20]=[CH:19][C:18]([C:21]([F:24])([F:23])[F:22])=[CH:17][N:16]=2)=[CH:13][CH:12]=[N:11]1, predict the reaction product. The product is: [I:1][C:13]1[CH:12]=[N:11][N:10]([CH3:9])[C:14]=1[C:15]1[CH:20]=[CH:19][C:18]([C:21]([F:24])([F:22])[F:23])=[CH:17][N:16]=1.